From a dataset of Full USPTO retrosynthesis dataset with 1.9M reactions from patents (1976-2016). Predict the reactants needed to synthesize the given product. Given the product [Br:20][CH2:11][C:1]1[C:10]2[C:5](=[CH:6][CH:7]=[CH:8][CH:9]=2)[CH:4]=[CH:3][CH:2]=1, predict the reactants needed to synthesize it. The reactants are: [C:1]1([CH2:11]O)[C:10]2[C:5](=[CH:6][CH:7]=[CH:8][CH:9]=2)[CH:4]=[CH:3][CH:2]=1.N1C=CC=CC=1.P(Br)(Br)[Br:20].